This data is from Full USPTO retrosynthesis dataset with 1.9M reactions from patents (1976-2016). The task is: Predict the reactants needed to synthesize the given product. (1) Given the product [CH:23]1([N:9]2[C:10]([C:12]3[CH:17]=[CH:16][C:15]([O:18][C:19]([F:22])([F:21])[F:20])=[CH:14][CH:13]=3)=[CH:11][C:7]([CH2:6][C:5]3[CH:29]=[CH:30][C:2]([C:31]#[N:32])=[CH:3][CH:4]=3)=[N:8]2)[CH2:28][CH2:27][CH2:26][CH2:25][CH2:24]1, predict the reactants needed to synthesize it. The reactants are: Br[C:2]1[CH:30]=[CH:29][C:5]([CH2:6][C:7]2[CH:11]=[C:10]([C:12]3[CH:17]=[CH:16][C:15]([O:18][C:19]([F:22])([F:21])[F:20])=[CH:14][CH:13]=3)[N:9]([CH:23]3[CH2:28][CH2:27][CH2:26][CH2:25][CH2:24]3)[N:8]=2)=[CH:4][CH:3]=1.[CH3:31][N:32](C=O)C. (2) Given the product [C:14]([C:16]1[CH:17]=[C:18]([NH:22][C:6]([C:2]2[S:1][CH:5]=[CH:4][CH:3]=2)=[O:7])[CH:19]=[CH:20][CH:21]=1)#[CH:15], predict the reactants needed to synthesize it. The reactants are: [S:1]1[CH:5]=[CH:4][CH:3]=[C:2]1[C:6](Cl)=[O:7].C1COCC1.[C:14]([C:16]1[CH:17]=[C:18]([NH2:22])[CH:19]=[CH:20][CH:21]=1)#[CH:15]. (3) Given the product [CH3:13][N:12]([CH3:14])[CH:8]1[C:9]2[CH2:10][O:11][C:2]([CH:35]=[O:36])=[CH:3][C:4]3=[CH:17][N:16]([Si:18]([CH:22]([CH3:24])[CH3:23])([CH:25]([CH3:26])[CH3:27])[CH:19]([CH3:20])[CH3:21])[CH:15]=[C:6]([C:5]=23)[CH2:7]1, predict the reactants needed to synthesize it. The reactants are: Br[C:2]1[O:11][CH2:10][C:9]2[CH:8]([N:12]([CH3:14])[CH3:13])[CH2:7][C:6]3=[CH:15][N:16]([Si:18]([CH:25]([CH3:27])[CH3:26])([CH:22]([CH3:24])[CH3:23])[CH:19]([CH3:21])[CH3:20])[CH:17]=[C:4]([C:5]=23)[CH:3]=1.[Li]CCCC.CN(C)[CH:35]=[O:36]. (4) Given the product [OH:33][C:29]1[CH:28]=[C:27]([C:24]2[O:23][C:22]([C:9](=[O:8])[CH2:10][CH2:11][CH2:12][CH2:13][CH2:14][CH2:15][C:16]3[CH:17]=[CH:18][CH:19]=[CH:20][CH:21]=3)=[N:26][CH:25]=2)[CH:32]=[CH:31][CH:30]=1, predict the reactants needed to synthesize it. The reactants are: [Si]([O:8][CH:9]([C:22]1[O:23][C:24]([C:27]2[CH:28]=[C:29]([OH:33])[CH:30]=[CH:31][CH:32]=2)=[CH:25][N:26]=1)[CH2:10][CH2:11][CH2:12][CH2:13][CH2:14][CH2:15][C:16]1[CH:21]=[CH:20][CH:19]=[CH:18][CH:17]=1)(C(C)(C)C)(C)C. (5) Given the product [ClH:1].[CH3:24][C:25]1[CH:29]=[C:28]([CH3:30])[N:27]([C:2]2[N:11]=[C:10]([NH:23][CH:13]3[C:22]4[C:17](=[CH:18][CH:19]=[CH:20][CH:21]=4)[CH2:16][CH2:15][CH2:14]3)[C:9]3[C:4](=[CH:5][CH:6]=[CH:7][CH:8]=3)[N:3]=2)[N:26]=1, predict the reactants needed to synthesize it. The reactants are: [Cl:1][C:2]1[N:11]=[C:10](Cl)[C:9]2[C:4](=[CH:5][CH:6]=[CH:7][CH:8]=2)[N:3]=1.[CH:13]1([NH2:23])[C:22]2[C:17](=[CH:18][CH:19]=[CH:20][CH:21]=2)[CH2:16][CH2:15][CH2:14]1.[CH3:24][C:25]1[CH:29]=[C:28]([CH3:30])[NH:27][N:26]=1.